Dataset: Forward reaction prediction with 1.9M reactions from USPTO patents (1976-2016). Task: Predict the product of the given reaction. (1) Given the reactants [CH2:1]([O:3][C:4]1[CH:9]=[C:8]([CH:10]=[O:11])[CH:7]=[CH:6][C:5]=1[C:12]1[CH:17]=[CH:16][C:15]([F:18])=[CH:14][C:13]=1[OH:19])[CH3:2].[F:20][C:21]([F:26])([F:25])[CH2:22][CH2:23]I, predict the reaction product. The product is: [CH2:1]([O:3][C:4]1[CH:9]=[C:8]([CH:10]=[O:11])[CH:7]=[CH:6][C:5]=1[C:12]1[CH:17]=[CH:16][C:15]([F:18])=[CH:14][C:13]=1[O:19][CH2:23][CH2:22][C:21]([F:26])([F:25])[F:20])[CH3:2]. (2) The product is: [NH:2]1[CH:3]=[C:4]([C:6]2[CH:22]=[CH:21][C:9]3[C:10]4[N:11]=[C:12]([C:18]([N:26]5[CH2:27][CH2:28][N:23]([C:29](=[O:31])[CH3:30])[CH2:24][CH2:25]5)=[O:20])[S:13][C:14]=4[CH2:15][CH2:16][O:17][C:8]=3[CH:7]=2)[CH:5]=[N:1]1. Given the reactants [NH:1]1[CH:5]=[C:4]([C:6]2[CH:22]=[CH:21][C:9]3[C:10]4[N:11]=[C:12]([C:18]([OH:20])=O)[S:13][C:14]=4[CH2:15][CH2:16][O:17][C:8]=3[CH:7]=2)[CH:3]=[N:2]1.[N:23]1([C:29](=[O:31])[CH3:30])[CH2:28][CH2:27][NH:26][CH2:25][CH2:24]1, predict the reaction product. (3) Given the reactants [F:1][C:2]1[CH:15]=[CH:14][C:5]([CH2:6][C:7]2[C:8]([CH3:13])=[N:9][NH:10][C:11]=2[CH3:12])=[CH:4][CH:3]=1.[F:16][C:17]1[CH:18]=[C:19]([CH:22]=[CH:23][C:24]=1F)[C:20]#[N:21], predict the reaction product. The product is: [F:16][C:17]1[CH:18]=[C:19]([CH:22]=[CH:23][C:24]=1[N:10]1[C:11]([CH3:12])=[C:7]([CH2:6][C:5]2[CH:14]=[CH:15][C:2]([F:1])=[CH:3][CH:4]=2)[C:8]([CH3:13])=[N:9]1)[C:20]#[N:21]. (4) Given the reactants [NH:1]1[C:10]2[C:5](=[CH:6][CH:7]=[CH:8][CH:9]=2)[CH2:4][CH2:3][CH2:2]1.[Cl:11][CH2:12][C:13](Cl)=[O:14].CCN(CC)CC, predict the reaction product. The product is: [Cl:11][CH2:12][C:13]([N:1]1[C:10]2[C:5](=[CH:6][CH:7]=[CH:8][CH:9]=2)[CH2:4][CH2:3][CH2:2]1)=[O:14]. (5) Given the reactants Br[C:2]1[C:10]2[N:9]=[C:8]3[C:11]4([N:33](C(OCCCC)=O)C(=O)[N:7]3[C:6]=2[CH:5]=[CH:4][CH:3]=1)[CH2:16][CH2:15][N:14]([C:17]1[C:18]2[CH:25]=[CH:24][N:23](C(OC(C)(C)C)=O)[C:19]=2[N:20]=[CH:21][N:22]=1)[CH2:13][CH2:12]4.[CH3:43][N:44]1[CH:48]=[C:47](B2OC(C)(C)C(C)(C)O2)[CH:46]=[N:45]1.C(=O)([O-])[O-].[Na+].[Na+], predict the reaction product. The product is: [CH3:43][N:44]1[CH:48]=[C:47]([C:2]2[C:10]3[N:9]=[C:8]([C:11]4([NH2:33])[CH2:12][CH2:13][N:14]([C:17]5[C:18]6[CH:25]=[CH:24][NH:23][C:19]=6[N:20]=[CH:21][N:22]=5)[CH2:15][CH2:16]4)[NH:7][C:6]=3[CH:5]=[CH:4][CH:3]=2)[CH:46]=[N:45]1. (6) Given the reactants [CH2:1]([O:3][C:4]1[C:25]([O:26][CH2:27][CH3:28])=[CH:24][C:7]2[C:8]3[N:13]([CH:14]([CH2:16][CH3:17])[CH2:15][C:6]=2[CH:5]=1)[CH:12]=[C:11]([C:18]([O:20]CC)=[O:19])[C:10](=[O:23])[CH:9]=3)[CH3:2].[OH-].[Na+].Cl, predict the reaction product. The product is: [CH2:1]([O:3][C:4]1[C:25]([O:26][CH2:27][CH3:28])=[CH:24][C:7]2[C:8]3[N:13]([CH:14]([CH2:16][CH3:17])[CH2:15][C:6]=2[CH:5]=1)[CH:12]=[C:11]([C:18]([OH:20])=[O:19])[C:10](=[O:23])[CH:9]=3)[CH3:2]. (7) Given the reactants [I:1][C:2]1[CH:7]=[CH:6][C:5](/[C:8](/[C:12]2[CH:17]=[CH:16][CH:15]=[CH:14][CH:13]=2)=[CH:9]\[CH2:10][OH:11])=[CH:4][CH:3]=1.C(P(CCCC)CCCC)CCC.N(C(N1CCCCC1)=O)=NC(N1CCCCC1)=O.[CH3:49][O:50][C:51](=[O:62])[CH2:52][O:53][C:54]1[CH:59]=[CH:58][C:57](O)=[CH:56][C:55]=1[CH3:61], predict the reaction product. The product is: [CH3:49][O:50][C:51](=[O:62])[CH2:52][O:53][C:54]1[CH:59]=[CH:58][C:57]([O:11][CH2:10]/[CH:9]=[C:8](\[C:5]2[CH:4]=[CH:3][C:2]([I:1])=[CH:7][CH:6]=2)/[C:12]2[CH:13]=[CH:14][CH:15]=[CH:16][CH:17]=2)=[CH:56][C:55]=1[CH3:61].